This data is from Experimentally validated miRNA-target interactions with 360,000+ pairs, plus equal number of negative samples. The task is: Binary Classification. Given a miRNA mature sequence and a target amino acid sequence, predict their likelihood of interaction. (1) The miRNA is mmu-miR-466d-5p with sequence UGUGUGUGCGUACAUGUACAUG. The protein sequence of the target gene is MLGSLSLLWLAAMTTSLVSQPQILTLEDYQEGEEDDVTVATPSLAVRCDYDRCRHLQVSCQELQKVGPVACLCPGLSREDQQPEPPRLGEVQIMAEEGYAVVHWCAPFSPVSHYWLLLWESNGAPQKSAPLNATVRRAELKGLKPGVAYVLCVVAANDAGESNVPGAEVEGPENWTGPSFGPCRKFIMPPKPVTLVYAAVGVGTALALLSCAALVWHFCLRERWGCPRRQGMAQASEAL. Result: 1 (interaction). (2) The miRNA is hsa-miR-193b-3p with sequence AACUGGCCCUCAAAGUCCCGCU. The protein sequence of the target gene is MSVNMDELKHQVMINQFVLTAGCAADQAKQLLQAAHWQFETALSAFFQETNIPYSHHHHQMMCTPANTPATPPNFPDALTMFSRLKASESFHSGGSGSPMAATATSPPPHFPHAATSSSAASSWPTAASPPGGPQHHQPQPPLWTPTPPSPASDWPPLAPQQATSEPRAHPAMEAER. Result: 0 (no interaction).